From a dataset of Full USPTO retrosynthesis dataset with 1.9M reactions from patents (1976-2016). Predict the reactants needed to synthesize the given product. (1) Given the product [CH3:1][C:2]1[CH:7]=[C:6]([N+:8]([O-:10])=[O:9])[CH:5]=[CH:4][C:3]=1[N:11]=[C:12]1[NH:16][C:15]([CH3:18])([CH3:17])[CH2:14][S:13]1.[BrH:22].[CH3:1][C:2]1[CH:7]=[C:6]([N+:8]([O-:10])=[O:9])[CH:5]=[CH:4][C:3]=1[N:11]=[C:12]1[N:16]([CH2:21][C:20]([CH3:23])=[CH2:19])[C:15]([CH3:18])([CH3:17])[CH2:14][S:13]1, predict the reactants needed to synthesize it. The reactants are: [CH3:1][C:2]1[CH:7]=[C:6]([N+:8]([O-:10])=[O:9])[CH:5]=[CH:4][C:3]=1[N:11]=[C:12]1[NH:16][C:15]([CH3:18])([CH3:17])[CH2:14][S:13]1.[CH3:19][C:20](=[CH2:23])[CH2:21][Br:22]. (2) Given the product [CH3:1][C:2]1[N:3]=[CH:4][N:5]([CH2:7][CH2:8][CH2:9][NH2:10])[CH:6]=1, predict the reactants needed to synthesize it. The reactants are: [CH3:1][C:2]1[N:3]=[CH:4][N:5]([CH2:7][CH2:8][CH2:9][N:10]2C(=O)C3C(=CC=CC=3)C2=O)[CH:6]=1.CC1N(CCCN2C(=O)C3C(=CC=CC=3)C2=O)C=NC=1.